Dataset: Full USPTO retrosynthesis dataset with 1.9M reactions from patents (1976-2016). Task: Predict the reactants needed to synthesize the given product. (1) Given the product [CH3:6][C:1]1([O:7][S:8](=[O:11])(=[O:10])[NH2:9])[CH2:3][CH2:2]1, predict the reactants needed to synthesize it. The reactants are: [C:1]1([O:7][S:8](=[O:11])(=[O:10])[NH2:9])[CH:6]=CC=[CH:3][CH:2]=1.CC1(O)CC1. (2) Given the product [C:1]([O:4][C@H:5]([C:7]1[O:8][C:9]([C:12]2[CH:13]=[CH:14][C:15]3[O:19][CH:18]=[C:17]([C:27]4[CH:28]=[CH:29][CH:30]=[C:25]([O:24][C:23]([F:22])([F:34])[F:35])[CH:26]=4)[C:16]=3[CH:21]=2)=[N:10][N:11]=1)[CH3:6])(=[O:3])[CH3:2], predict the reactants needed to synthesize it. The reactants are: [C:1]([O:4][C@H:5]([C:7]1[O:8][C:9]([C:12]2[CH:13]=[CH:14][C:15]3[O:19][CH:18]=[C:17](Br)[C:16]=3[CH:21]=2)=[N:10][N:11]=1)[CH3:6])(=[O:3])[CH3:2].[F:22][C:23]([F:35])([F:34])[O:24][C:25]1[CH:26]=[C:27](B(O)O)[CH:28]=[CH:29][CH:30]=1. (3) The reactants are: [NH2:1][C:2]1([C:15]([O-:17])=O)[CH2:7][CH2:6][N:5](C(OC(C)(C)C)=O)[CH2:4][CH2:3]1.C(Cl)(Cl)=O.C(C1C=CC(N)=CC=1C(F)(F)F)#N.O=C1[N:40]([C:41]2[CH:48]=[CH:47][C:44]([C:45]#[N:46])=[C:43]([C:49]([F:52])([F:51])[F:50])[CH:42]=2)[C:39](=[O:53])C2(CCCCC2)N1. Given the product [O:53]=[C:39]1[N:40]([C:41]2[CH:48]=[CH:47][C:44]([C:45]#[N:46])=[C:43]([C:49]([F:50])([F:51])[F:52])[CH:42]=2)[C:15](=[O:17])[C:2]2([CH2:3][CH2:4][NH:5][CH2:6][CH2:7]2)[NH:1]1, predict the reactants needed to synthesize it. (4) Given the product [NH2:8][C:9]1[N:10]=[C:11]([NH:23][C:24]2[CH:29]=[CH:28][C:27]([O:30][CH2:31][CH2:32][N:33]3[CH2:34][CH2:35][CH2:36][CH2:37]3)=[CH:26][CH:25]=2)[S:12][C:13]=1[C:14]([C:16]1[CH:21]=[CH:20][CH:19]=[C:18]([C:48]([F:51])([F:50])[F:49])[CH:17]=1)=[O:15], predict the reactants needed to synthesize it. The reactants are: N#CN.C(O)(=O)C.[NH2:8][C:9]1[N:10]=[C:11]([NH:23][C:24]2[CH:29]=[CH:28][C:27]([O:30][CH2:31][CH2:32][N:33]3[CH2:37][CH2:36][CH2:35][CH2:34]3)=[CH:26][CH:25]=2)[S:12][C:13]=1[C:14]([C:16]1[CH:21]=[CH:20][CH:19]=[C:18](F)[CH:17]=1)=[O:15].BrCC(C1C=CC=C([C:48]([F:51])([F:50])[F:49])C=1)=O. (5) Given the product [CH3:2][N:3]([CH2:5][CH2:6][CH2:7][C@@:8]1([C:19]2[CH:24]=[CH:23][C:22]([F:25])=[CH:21][CH:20]=2)[O:16][CH2:15][C:14]2[CH:13]=[C:12]([C:17]#[N:18])[CH:11]=[CH:10][C:9]1=2)[CH3:4].[BrH:1], predict the reactants needed to synthesize it. The reactants are: [BrH:1].[CH3:2][N:3]([CH2:5][CH2:6][CH2:7][C@@:8]1([C:19]2[CH:20]=[CH:21][C:22]([F:25])=[CH:23][CH:24]=2)[O:16][CH2:15][C:14]2[CH:13]=[C:12]([C:17]#[N:18])[CH:11]=[CH:10][C:9]1=2)[CH3:4].